This data is from Reaction yield outcomes from USPTO patents with 853,638 reactions. The task is: Predict the reaction yield, written as a fraction of the theoretical maximum amount of product (1.0 means a 100% yield; for example, 0.34 means a 34% yield). (1) The reactants are [C:1]([O:5][C:6](=[O:20])[CH2:7][C@H:8]([CH2:12][C@H:13]([CH3:19])[CH2:14][CH2:15][CH2:16][CH2:17][CH3:18])[C:9](O)=[O:10])([CH3:4])([CH3:3])[CH3:2]. The catalyst is C1COCC1. The product is [C:1]([O:5][C:6](=[O:20])[CH2:7][C@@H:8]([CH2:9][OH:10])[CH2:12][C@H:13]([CH3:19])[CH2:14][CH2:15][CH2:16][CH2:17][CH3:18])([CH3:2])([CH3:4])[CH3:3]. The yield is 0.680. (2) The reactants are [NH2:1][C@H:2]1[CH2:7][CH2:6][N:5]([C:8]2[S:12][C:11]([C:13]([O:15][CH3:16])=[O:14])=[CH:10][CH:9]=2)[CH2:4][C@H:3]1[O:17][CH3:18].[Cl:19][C:20]1[N:21]=[C:22]([C:27](O)=[O:28])[NH:23][C:24]=1[CH2:25][CH3:26].CCN=C=NCCCN(C)C.Cl.ON1C2C=CC=CC=2N=N1.CN1CCOCC1. No catalyst specified. The product is [Cl:19][C:20]1[N:21]=[C:22]([C:27]([NH:1][C@H:2]2[CH2:7][CH2:6][N:5]([C:8]3[S:12][C:11]([C:13]([O:15][CH3:16])=[O:14])=[CH:10][CH:9]=3)[CH2:4][C@H:3]2[O:17][CH3:18])=[O:28])[NH:23][C:24]=1[CH2:25][CH3:26]. The yield is 0.500. (3) The reactants are [Cl:1][C:2]1[CH:17]=[CH:16][C:5]([O:6][C@H:7]([CH3:15])[CH2:8][CH2:9][O:10]S(C)(=O)=O)=[C:4]([O:18][C:19]2[CH:24]=[CH:23][CH:22]=[CH:21][CH:20]=2)[CH:3]=1.C([O:27][C:28](=[O:40])[C:29]([F:39])([F:38])[CH2:30][C:31]1[CH:36]=[CH:35][C:34](O)=[CH:33][CH:32]=1)C. No catalyst specified. The product is [Cl:1][C:2]1[CH:17]=[CH:16][C:5]([O:6][C@H:7]([CH3:15])[CH2:8][CH2:9][O:10][C:34]2[CH:33]=[CH:32][C:31]([CH2:30][C:29]([F:38])([F:39])[C:28]([OH:40])=[O:27])=[CH:36][CH:35]=2)=[C:4]([O:18][C:19]2[CH:24]=[CH:23][CH:22]=[CH:21][CH:20]=2)[CH:3]=1. The yield is 0.420. (4) The catalyst is C1COCC1. The product is [Br:1][C:2]1[CH:9]=[CH:8][C:5]([CH2:6][N:13]2[CH2:14][C@H:15]([CH3:17])[CH2:16][C@H:11]([CH3:10])[CH2:12]2)=[CH:4][CH:3]=1. The reactants are [Br:1][C:2]1[CH:9]=[CH:8][C:5]([CH2:6]Br)=[CH:4][CH:3]=1.[CH3:10][C@H:11]1[CH2:16][C@H:15]([CH3:17])[CH2:14][NH:13][CH2:12]1.C(=O)([O-])[O-].[K+].[K+]. The yield is 0.350. (5) The reactants are [CH:1]1([C:7]2[C:15]3[C:10](=[CH:11][C:12]([C:16]([O:18][CH3:19])=[O:17])=[CH:13][CH:14]=3)[NH:9][C:8]=2[C:20]2[CH:25]=[CH:24][CH:23]=[CH:22][C:21]=2[CH:26]=[CH2:27])[CH2:6][CH2:5][CH2:4][CH2:3][CH2:2]1.[H-].[Na+].Br[CH2:31][C:32](=[CH2:37])[C:33]([O:35][CH3:36])=[O:34]. The catalyst is C1COCC1. The product is [CH:1]1([C:7]2[C:15]3[C:10](=[CH:11][C:12]([C:16]([O:18][CH3:19])=[O:17])=[CH:13][CH:14]=3)[N:9]([CH2:37][C:32]([C:33]([O:35][CH3:36])=[O:34])=[CH2:31])[C:8]=2[C:20]2[CH:25]=[CH:24][CH:23]=[CH:22][C:21]=2[CH:26]=[CH2:27])[CH2:6][CH2:5][CH2:4][CH2:3][CH2:2]1. The yield is 0.990. (6) The reactants are O=[C:2]1[C:7]([O:8]B(O)O)=[CH:6][CH2:5][CH2:4][CH2:3]1.Br[C:13]1[N:17]([CH3:18])[CH:16]=[N:15][CH:14]=1.C(=O)([O-])[O-].[Cs+].[Cs+].O1CCOCC1. The catalyst is C1C=CC([P]([Pd]([P](C2C=CC=CC=2)(C2C=CC=CC=2)C2C=CC=CC=2)([P](C2C=CC=CC=2)(C2C=CC=CC=2)C2C=CC=CC=2)[P](C2C=CC=CC=2)(C2C=CC=CC=2)C2C=CC=CC=2)(C2C=CC=CC=2)C2C=CC=CC=2)=CC=1.O. The product is [CH3:18][N:17]1[C:13]([C:2]2[C:7](=[O:8])[CH2:6][CH2:5][CH2:4][CH:3]=2)=[CH:14][N:15]=[CH:16]1. The yield is 0.0800. (7) The reactants are Cl[C:2]([O:4][CH2:5][C:6]1[CH:11]=[CH:10][CH:9]=[CH:8][CH:7]=1)=[O:3].CCN(C(C)C)C(C)C.[NH:21]1[CH2:26][CH2:25][O:24][C@H:23]([CH2:27][OH:28])[CH2:22]1.C([O-])(O)=O.[Na+]. The catalyst is C(Cl)Cl.CCOC(C)=O. The product is [OH:28][CH2:27][C@H:23]1[O:24][CH2:25][CH2:26][N:21]([C:2]([O:4][CH2:5][C:6]2[CH:11]=[CH:10][CH:9]=[CH:8][CH:7]=2)=[O:3])[CH2:22]1. The yield is 0.540. (8) The reactants are [OH-].[Na+].[I:3][C:4]1[CH:9]=[CH:8][N:7]=[C:6]2[NH:10][CH:11]=[CH:12][C:5]=12.[C:13]1([S:19](Cl)(=[O:21])=[O:20])[CH:18]=[CH:17][CH:16]=[CH:15][CH:14]=1.O. The catalyst is C(Cl)Cl.S([O-])([O-])(=O)=O.C([N+](CCCC)(CCCC)CCCC)CCC.C([N+](CCCC)(CCCC)CCCC)CCC. The product is [I:3][C:4]1[CH:9]=[CH:8][N:7]=[C:6]2[N:10]([S:19]([C:13]3[CH:18]=[CH:17][CH:16]=[CH:15][CH:14]=3)(=[O:21])=[O:20])[CH:11]=[CH:12][C:5]=12. The yield is 0.892. (9) The reactants are O[C:2]1[C:11]2[C:6](=[N:7][CH:8]=[CH:9][CH:10]=2)[N:5]([C:12]2[CH:17]=[CH:16][CH:15]=[CH:14][CH:13]=2)[C:4](=[O:18])[C:3]=1[C:19](=O)[CH2:20][C:21]1[CH:26]=[CH:25][CH:24]=[CH:23][C:22]=1[N+:27]([O-:29])=[O:28].O.[NH2:32][NH2:33]. The catalyst is CN(C=O)C. The product is [N+:27]([C:22]1[CH:23]=[CH:24][CH:25]=[CH:26][C:21]=1[CH2:20][C:19]1[C:3]2[C:4](=[O:18])[N:5]([C:12]3[CH:17]=[CH:16][CH:15]=[CH:14][CH:13]=3)[C:6]3[N:7]=[CH:8][CH:9]=[CH:10][C:11]=3[C:2]=2[NH:33][N:32]=1)([O-:29])=[O:28]. The yield is 0.850.